This data is from Full USPTO retrosynthesis dataset with 1.9M reactions from patents (1976-2016). The task is: Predict the reactants needed to synthesize the given product. (1) The reactants are: Cl[C:2]1[CH:7]=[CH:6][N:5]=[C:4]([NH2:8])[CH:3]=1.[NH:9]([CH3:11])[CH3:10]. Given the product [CH3:10][N:9]([CH3:11])[C:2]1[CH:7]=[CH:6][N:5]=[C:4]([NH2:8])[CH:3]=1, predict the reactants needed to synthesize it. (2) Given the product [ClH:1].[NH2:11][C:9]1[N:10]=[C:5]2[CH:4]=[CH:3][C:2]([Cl:1])=[CH:7][N:6]2[C:8]=1[CH3:19], predict the reactants needed to synthesize it. The reactants are: [Cl:1][C:2]1[CH:3]=[CH:4][C:5]2[N:6]([C:8]([CH3:19])=[C:9]([NH:11]C(=O)OC(C)(C)C)[N:10]=2)[CH:7]=1.CO. (3) The reactants are: [F:1][C:2]1[CH:23]=[CH:22][C:5]([CH:6]=[C:7]2[C:16](=O)[C:15]3[C:10](=[CH:11][C:12]([C:18]([O:20]C)=[O:19])=[CH:13][CH:14]=3)[O:9][CH2:8]2)=[CH:4][CH:3]=1.Cl.[NH:25]([C:27]1[CH:34]=[CH:33][C:30]([C:31]#[N:32])=[CH:29][CH:28]=1)[NH2:26]. Given the product [C:31]([C:30]1[CH:33]=[CH:34][C:27]([N:25]2[CH:6]([C:5]3[CH:4]=[CH:3][C:2]([F:1])=[CH:23][CH:22]=3)[CH:7]3[CH2:8][O:9][C:10]4[CH:11]=[C:12]([C:18]([OH:20])=[O:19])[CH:13]=[CH:14][C:15]=4[C:16]3=[N:26]2)=[CH:28][CH:29]=1)#[N:32], predict the reactants needed to synthesize it.